This data is from Reaction yield outcomes from USPTO patents with 853,638 reactions. The task is: Predict the reaction yield, written as a fraction of the theoretical maximum amount of product (1.0 means a 100% yield; for example, 0.34 means a 34% yield). (1) The reactants are [CH3:1][O:2][C:3](=[O:26])[NH:4][CH:5]([CH3:25])[C:6]([N:8]1[CH2:12][CH2:11][CH2:10][CH:9]1[C:13]1[NH:14][C:15]([C:18]2[CH:23]=[CH:22][C:21](Br)=[CH:20][CH:19]=2)=[CH:16][N:17]=1)=[O:7].C[O:28][C:29](=O)[NH:30][CH:31]([C:35]([N:37]1[CH:42]([C:43]2[NH:44][C:45]([C:48]3[CH:57]=[CH:56][C:55]4[C:50](=[CH:51][CH:52]=[C:53](B5OC(C)(C)C(C)(C)O5)[CH:54]=4)[CH:49]=3)=[CH:46][N:47]=2)[CH:41]2[CH2:67][CH:38]1[CH2:39][CH2:40]2)=[O:36])[CH:32]([CH3:34])[CH3:33].[C:69]([O-])(O)=O.[Na+].[OH2:74]. The catalyst is COCCOC. The product is [CH3:69][O:74][C:29](=[O:28])[NH:30][CH:31]([C:35]([N:37]1[CH:42]([C:43]2[NH:44][C:45]([C:48]3[CH:57]=[CH:56][C:55]4[C:50](=[CH:51][CH:52]=[C:53]([C:21]5[CH:22]=[CH:23][C:18]([C:15]6[NH:14][C:13]([CH:9]7[CH2:10][CH2:11][CH2:12][N:8]7[C:6](=[O:7])[CH:5]([NH:4][C:3]([O:2][CH3:1])=[O:26])[CH3:25])=[N:17][CH:16]=6)=[CH:19][CH:20]=5)[CH:54]=4)[CH:49]=3)=[CH:46][N:47]=2)[CH:41]2[CH2:67][CH:38]1[CH2:39][CH2:40]2)=[O:36])[CH:32]([CH3:33])[CH3:34]. The yield is 0.360. (2) The reactants are [CH3:1][S:2]([C:5]1[CH:27]=[CH:26][C:8]([CH2:9][CH:10]2[CH2:15][CH:14]([C:16]3[O:20][NH:19][C:18](=[O:21])[CH:17]=3)[CH2:13][CH2:12][N:11]2[C:22]([O:24][CH3:25])=[O:23])=[CH:7][CH:6]=1)(=[O:4])=[O:3].CCCCCCC.CC(O)C.CCCCCCC.CCO. The catalyst is C(#N)C. The product is [CH3:1][S:2]([C:5]1[CH:27]=[CH:26][C:8]([CH2:9][C@H:10]2[CH2:15][C@@H:14]([C:16]3[O:20][NH:19][C:18](=[O:21])[CH:17]=3)[CH2:13][CH2:12][N:11]2[C:22]([O:24][CH3:25])=[O:23])=[CH:7][CH:6]=1)(=[O:4])=[O:3]. The yield is 0.230. (3) The yield is 0.372. The catalyst is O1CCCC1. The reactants are Br[C:2]1[CH:10]=[C:9]2[C:5]([CH2:6][CH2:7][C:8]2([CH3:12])[CH3:11])=[CH:4][CH:3]=1.C([Li])CCC.[N:18]([C:27]([O:29][C:30]([CH3:33])([CH3:32])[CH3:31])=[O:28])=[N:19][C:20]([O:22][C:23]([CH3:26])([CH3:25])[CH3:24])=[O:21]. The product is [CH3:11][C:8]1([CH3:12])[C:9]2[C:5](=[CH:4][CH:3]=[C:2]([N:18]([C:27]([O:29][C:30]([CH3:33])([CH3:32])[CH3:31])=[O:28])[NH:19][C:20]([O:22][C:23]([CH3:24])([CH3:25])[CH3:26])=[O:21])[CH:10]=2)[CH2:6][CH2:7]1. (4) The reactants are [OH:1][CH2:2][CH2:3][CH:4]1[S:8][C:7]([C:9]2[NH:10][C:11]3[C:16]([CH:17]=2)=[CH:15][CH:14]=[CH:13][C:12]=3[N:18]([CH3:27])[S:19]([C:22]2[S:23][CH:24]=[CH:25][CH:26]=2)(=[O:21])=[O:20])=[N:6][CH2:5]1.CC(OI1(OC(C)=O)(OC(C)=O)OC(=O)C2C=CC=CC1=2)=O.O. The catalyst is C(#N)C. The product is [CH3:27][N:18]([C:12]1[CH:13]=[CH:14][CH:15]=[C:16]2[C:11]=1[NH:10][C:9]([C:7]1[S:8][CH:4]([CH2:3][CH:2]=[O:1])[CH2:5][N:6]=1)=[CH:17]2)[S:19]([C:22]1[S:23][CH:24]=[CH:25][CH:26]=1)(=[O:20])=[O:21]. The yield is 0.220. (5) The reactants are [CH2:1]([O:8][CH:9]1[CH2:14][O:13]C(C)(C)[O:11][CH2:10]1)[C:2]1[CH:7]=[CH:6][CH:5]=[CH:4][CH:3]=1. The catalyst is CO. The product is [CH2:1]([O:8][CH:9]([CH2:10][OH:11])[CH2:14][OH:13])[C:2]1[CH:7]=[CH:6][CH:5]=[CH:4][CH:3]=1. The yield is 0.938. (6) The reactants are [OH:1][C:2]1[CH:3]=[C:4]2[C:9](=[CH:10][CH:11]=1)[C:8]([O:12][C:13]1[CH:18]=[CH:17][C:16]([O:19][CH2:20][CH2:21][N:22]3[CH2:27][CH2:26][CH2:25][CH2:24][CH2:23]3)=[CH:15][CH:14]=1)=[C:7]([O:28][S:29]([C:32]([F:35])([F:34])[F:33])(=[O:31])=[O:30])[CH:6]=[CH:5]2.C1(P(C2C=CC=CC=2)C2C=CC=CC=2)C=CC=CC=1.[CH2:55](O)[C:56]1[CH:61]=[CH:60][CH:59]=[CH:58][CH:57]=1.N(C(OC(C)C)=O)=NC(OC(C)C)=O. The catalyst is C(OCC)(=O)C.O1CCCC1. The product is [CH2:55]([O:1][C:2]1[CH:3]=[C:4]2[C:9](=[CH:10][CH:11]=1)[C:8]([O:12][C:13]1[CH:18]=[CH:17][C:16]([O:19][CH2:20][CH2:21][N:22]3[CH2:23][CH2:24][CH2:25][CH2:26][CH2:27]3)=[CH:15][CH:14]=1)=[C:7]([O:28][S:29]([C:32]([F:34])([F:35])[F:33])(=[O:31])=[O:30])[CH:6]=[CH:5]2)[C:56]1[CH:61]=[CH:60][CH:59]=[CH:58][CH:57]=1. The yield is 0.730. (7) The reactants are C(O[C:4](=[O:30])[C@H:5]([O:7][C:8]1[CH:29]=[CH:28][C:11]2[C:12]3[N:16]([CH2:17][CH2:18][O:19][C:10]=2[CH:9]=1)[CH:15]=[C:14]([C:20]1[N:21]([CH:25]([CH3:27])[CH3:26])[N:22]=[CH:23][N:24]=1)[N:13]=3)[CH3:6])C.O.[OH-].[Li+].Cl.C[N:36](C(ON1N=NC2C=CC=NC1=2)=[N+](C)C)C.F[P-](F)(F)(F)(F)F.[Cl-].[NH4+].C(N(CC)CC)C. The catalyst is CO.O. The product is [CH:25]([N:21]1[C:20]([C:14]2[N:13]=[C:12]3[C:11]4[CH:28]=[CH:29][C:8]([O:7][C@H:5]([CH3:6])[C:4]([NH2:36])=[O:30])=[CH:9][C:10]=4[O:19][CH2:18][CH2:17][N:16]3[CH:15]=2)=[N:24][CH:23]=[N:22]1)([CH3:26])[CH3:27]. The yield is 0.260. (8) The reactants are [F:1][C:2]1[C:3]([NH:35][CH2:36][CH2:37][NH:38][C:39]2[CH:44]=[CH:43][CH:42]=[CH:41][N:40]=2)=[C:4]2[O:9][CH2:8][C@H:7]([C:10]3[CH:15]=[CH:14][CH:13]=[CH:12][CH:11]=3)[N:6]3[CH:16]=[C:17]([C:32]([OH:34])=[O:33])[C:18](=[O:31])[C:19]([C:20]=1[NH:21]CC1C=CC(OC)=CC=1)=[C:5]23.C(O)(C(F)(F)F)=O. The catalyst is C(Cl)Cl. The product is [NH2:21][C:20]1[C:19]2[C:18](=[O:31])[C:17]([C:32]([OH:34])=[O:33])=[CH:16][N:6]3[C@@H:7]([C:10]4[CH:15]=[CH:14][CH:13]=[CH:12][CH:11]=4)[CH2:8][O:9][C:4]([C:5]=23)=[C:3]([NH:35][CH2:36][CH2:37][NH:38][C:39]2[CH:44]=[CH:43][CH:42]=[CH:41][N:40]=2)[C:2]=1[F:1]. The yield is 0.580.